From a dataset of Human liver microsome stability data. Regression/Classification. Given a drug SMILES string, predict its absorption, distribution, metabolism, or excretion properties. Task type varies by dataset: regression for continuous measurements (e.g., permeability, clearance, half-life) or binary classification for categorical outcomes (e.g., BBB penetration, CYP inhibition). Dataset: hlm. (1) The molecule is CC(=O)N(CCN1[C@@H]2CC[C@H]1C[C@@H](c1cccc(C(N)=O)c1)C2)CC1CCCCC1. The result is 0 (unstable in human liver microsomes). (2) The compound is NC(Cc1ccc(Cl)cc1)C(=O)Nc1ccc(-c2cn[nH]c2)cc1. The result is 0 (unstable in human liver microsomes). (3) The compound is Cn1c(-c2ccccn2)c(C2CCCCC2)c2ccc(C(=O)NC3(C(=O)Nc4ccc(S(N)(=O)=O)cc4)CCC3)cc21. The result is 1 (stable in human liver microsomes). (4) The result is 1 (stable in human liver microsomes). The drug is CC(C)CC1n2cncc2CN([C@H](C)c2ccc(Cl)cc2)S1(=O)=O.